This data is from Full USPTO retrosynthesis dataset with 1.9M reactions from patents (1976-2016). The task is: Predict the reactants needed to synthesize the given product. Given the product [NH2:1][C@H:2]1[CH2:7][CH2:6][CH2:5][CH2:4][C@H:3]1[NH:8][C:9]1[N:14]=[C:13]([NH:15][C:16]2[S:29][N:28]=[C:20]([CH3:19])[CH:21]=2)[C:12]([C:23]([NH2:25])=[O:24])=[CH:11][N:10]=1, predict the reactants needed to synthesize it. The reactants are: [NH2:1][C@H:2]1[CH2:7][CH2:6][CH2:5][CH2:4][C@H:3]1[NH:8][C:9]1[N:14]=[C:13]([NH:15][C:16]2C=N[CH:19]=[C:20](F)[CH:21]=2)[C:12]([C:23]([NH2:25])=[O:24])=[CH:11][N:10]=1.CC1C=C(N)[S:29][N:28]=1.NC1C=NC=C(F)C=1.